From a dataset of Forward reaction prediction with 1.9M reactions from USPTO patents (1976-2016). Predict the product of the given reaction. (1) Given the reactants [Cl:1][C:2]1[CH:7]=[CH:6][C:5]([C:8]([C:33]2[CH:38]=[CH:37][C:36]([O:39][CH3:40])=[CH:35][CH:34]=2)([C:10]2[CH:11]=[C:12]3[C:17](=[CH:18][CH:19]=2)[N:16]=[CH:15][N:14]=[C:13]3[NH:20][CH:21]2[CH2:26][CH2:25][N:24]([C:27]3[CH:32]=[CH:31][CH:30]=[CH:29][CH:28]=3)[CH2:23][CH2:22]2)O)=[CH:4][CH:3]=1.C([SiH](CC)CC)C.FC(F)(F)C(O)=O, predict the reaction product. The product is: [Cl:1][C:2]1[CH:7]=[CH:6][C:5]([CH:8]([C:33]2[CH:34]=[CH:35][C:36]([O:39][CH3:40])=[CH:37][CH:38]=2)[C:10]2[CH:11]=[C:12]3[C:17](=[CH:18][CH:19]=2)[N:16]=[CH:15][N:14]=[C:13]3[NH:20][CH:21]2[CH2:26][CH2:25][N:24]([C:27]3[CH:32]=[CH:31][CH:30]=[CH:29][CH:28]=3)[CH2:23][CH2:22]2)=[CH:4][CH:3]=1. (2) Given the reactants [N+:1]([C:4]1[CH:9]=[CH:8][C:7]([N:10]2[CH2:15][CH2:14][CH2:13][CH2:12][CH2:11]2)=[CH:6][C:5]=1[B:16]1[O:20][C:19]([CH3:22])([CH3:21])[C:18]([CH3:24])([CH3:23])[O:17]1)([O-])=O, predict the reaction product. The product is: [N:10]1([C:7]2[CH:8]=[CH:9][C:4]([NH2:1])=[C:5]([B:16]3[O:20][C:19]([CH3:22])([CH3:21])[C:18]([CH3:24])([CH3:23])[O:17]3)[CH:6]=2)[CH2:11][CH2:12][CH2:13][CH2:14][CH2:15]1. (3) Given the reactants Cl.[NH2:2][CH2:3][C:4]1[CH:9]=[CH:8][C:7]([NH:10][S:11]([CH3:14])(=[O:13])=[O:12])=[C:6]([F:15])[CH:5]=1.[Cl:16][C:17]1[C:22]([CH:23]=[CH:24][C:25](O)=[O:26])=[CH:21][CH:20]=[C:19]([C:28]([F:31])([F:30])[F:29])[N:18]=1, predict the reaction product. The product is: [Cl:16][C:17]1[C:22]([CH:23]=[CH:24][C:25]([NH:2][CH2:3][C:4]2[CH:9]=[CH:8][C:7]([NH:10][S:11]([CH3:14])(=[O:13])=[O:12])=[C:6]([F:15])[CH:5]=2)=[O:26])=[CH:21][CH:20]=[C:19]([C:28]([F:29])([F:30])[F:31])[N:18]=1.